This data is from Forward reaction prediction with 1.9M reactions from USPTO patents (1976-2016). The task is: Predict the product of the given reaction. (1) Given the reactants [OH:1][C:2]1[CH:3]=[C:4]([NH:8][C:9](=[O:15])[O:10][C:11]([CH3:14])([CH3:13])[CH3:12])[CH:5]=[CH:6][CH:7]=1.[C:16]([O:24][CH2:25][CH2:26]Br)(=[O:23])[C:17]1[CH:22]=[CH:21][CH:20]=[CH:19][CH:18]=1, predict the reaction product. The product is: [C:16]([O:24][CH2:25][CH2:26][O:1][C:2]1[CH:7]=[CH:6][CH:5]=[C:4]([NH:8][C:9]([O:10][C:11]([CH3:12])([CH3:14])[CH3:13])=[O:15])[CH:3]=1)(=[O:23])[C:17]1[CH:22]=[CH:21][CH:20]=[CH:19][CH:18]=1. (2) Given the reactants [N+:1]([C:4]1[CH:5]=[C:6]([C:15]2[CH:20]=[CH:19][C:18]([C:21]([OH:23])=[O:22])=[CH:17][CH:16]=2)[CH:7]=[C:8]([CH2:10][O:11][CH2:12][CH2:13][CH3:14])[CH:9]=1)([O-:3])=[O:2].[C:24](=O)([O-])[O-].[Cs+].[Cs+].IC, predict the reaction product. The product is: [CH3:24][O:22][C:21]([C:18]1[CH:19]=[CH:20][C:15]([C:6]2[CH:7]=[C:8]([CH2:10][O:11][CH2:12][CH2:13][CH3:14])[CH:9]=[C:4]([N+:1]([O-:3])=[O:2])[CH:5]=2)=[CH:16][CH:17]=1)=[O:23]. (3) Given the reactants Br[C:2]1[CH:3]=[C:4]([CH:8]([OH:18])[CH2:9][CH2:10][NH:11][C:12](=[O:17])[C:13]([F:16])([F:15])[F:14])[CH:5]=[CH:6][CH:7]=1.[CH:19]#[C:20][CH:21]([OH:25])[CH2:22][CH2:23][CH3:24], predict the reaction product. The product is: [F:14][C:13]([F:16])([F:15])[C:12]([NH:11][CH2:10][CH2:9][CH:8]([OH:18])[C:4]1[CH:5]=[CH:6][CH:7]=[C:2]([C:19]#[C:20][CH:21]([OH:25])[CH2:22][CH2:23][CH3:24])[CH:3]=1)=[O:17]. (4) The product is: [OH:32][CH:29]([CH2:28][OH:33])[CH2:30][N:23]1[CH2:22][CH2:21][C:20]2[CH:26]=[CH:27][C:17]([C:14]3[N:13]=[C:12]([C:9]4[CH:10]=[CH:11][C:4]([O:3][CH2:1][CH3:2])=[C:5]([CH:8]=4)[C:6]#[N:7])[O:16][N:15]=3)=[CH:18][C:19]=2[CH2:25][CH2:24]1. Given the reactants [CH2:1]([O:3][C:4]1[CH:11]=[CH:10][C:9]([C:12]2[O:16][N:15]=[C:14]([C:17]3[CH:27]=[CH:26][C:20]4[CH2:21][CH2:22][NH:23][CH2:24][CH2:25][C:19]=4[CH:18]=3)[N:13]=2)=[CH:8][C:5]=1[C:6]#[N:7])[CH3:2].[CH2:28]([OH:33])[CH:29]([OH:32])[CH:30]=O.C(O)(=O)C.C(O[BH-](OC(=O)C)OC(=O)C)(=O)C.[Na+], predict the reaction product. (5) Given the reactants [CH2:1]([C:3]1[CH:4]=[C:5]([CH:7]=[CH:8][C:9]=1[O:10][CH2:11][CH2:12][N:13]1[CH2:17][CH2:16][CH2:15][CH2:14]1)[NH2:6])[CH3:2].C(N(CC)CC)C.[Br:25][CH:26]([CH2:30][CH2:31]Br)[C:27](Cl)=[O:28].[OH-].[K+], predict the reaction product. The product is: [Br:25][CH:26]1[CH2:30][CH2:31][N:6]([C:5]2[CH:7]=[CH:8][C:9]([O:10][CH2:11][CH2:12][N:13]3[CH2:17][CH2:16][CH2:15][CH2:14]3)=[C:3]([CH2:1][CH3:2])[CH:4]=2)[C:27]1=[O:28].